Task: Predict the reactants needed to synthesize the given product.. Dataset: Full USPTO retrosynthesis dataset with 1.9M reactions from patents (1976-2016) (1) Given the product [Cl:7][C:8]1[CH:9]=[CH:10][C:11]([CH2:14][CH2:15][CH2:16][OH:17])=[CH:12][CH:13]=1, predict the reactants needed to synthesize it. The reactants are: [H-].[H-].[H-].[H-].[Li+].[Al+3].[Cl:7][C:8]1[CH:13]=[CH:12][C:11]([CH2:14][CH2:15][C:16](O)=[O:17])=[CH:10][CH:9]=1.C(C(C(C([O-])=O)O)O)([O-])=O.[Na+].[K+]. (2) Given the product [CH3:15][O:16][CH2:17][CH2:18][N:19]1[CH2:23][C@@H:22]([C:24]2[CH:29]=[C:28]([F:30])[C:27]([F:31])=[C:26]([F:32])[CH:25]=2)[C@H:21]([NH:33][C:2]([NH:43][C:44]2[N:48]([C:49]3[CH:50]=[CH:51][CH:52]=[CH:53][CH:54]=3)[N:47]=[C:46]([C:55]3[CH:56]=[CH:57][C:58](=[O:62])[N:59]([CH3:61])[CH:60]=3)[C:45]=2[CH3:63])=[O:4])[CH2:20]1, predict the reactants needed to synthesize it. The reactants are: Cl[C:2](Cl)([O:4]C(=O)OC(Cl)(Cl)Cl)Cl.Cl.Cl.[CH3:15][O:16][CH2:17][CH2:18][N:19]1[CH2:23][C@@H:22]([C:24]2[CH:29]=[C:28]([F:30])[C:27]([F:31])=[C:26]([F:32])[CH:25]=2)[C@H:21]([NH2:33])[CH2:20]1.CCN(C(C)C)C(C)C.[NH2:43][C:44]1[N:48]([C:49]2[CH:54]=[CH:53][CH:52]=[CH:51][CH:50]=2)[N:47]=[C:46]([C:55]2[CH:56]=[CH:57][C:58](=[O:62])[N:59]([CH3:61])[CH:60]=2)[C:45]=1[CH3:63].[OH-].[Na+]. (3) Given the product [CH2:20]([O:27][C:28]1[CH:33]=[CH:32][C:31]([N:36]([CH3:35])[CH2:37][CH2:38][N:39]([C:33]2[CH:18]=[CH:15][C:16]([O:41][CH2:13][C:10]3[CH:11]=[CH:22][CH:21]=[CH:20][CH:12]=3)=[N:29][CH:28]=2)[CH3:40])=[CH:30][N:29]=1)[C:21]1[CH:26]=[CH:25][CH:24]=[CH:23][CH:22]=1, predict the reactants needed to synthesize it. The reactants are: [C:10](P([C:10]([CH3:13])([CH3:12])[CH3:11])[C:10]([CH3:13])([CH3:12])[CH3:11])([CH3:13])([CH3:12])[CH3:11].C[C:15]([CH3:18])([O-])[CH3:16].[Na+].[CH2:20]([O:27][C:28]1[CH:33]=[CH:32][C:31](Br)=[CH:30][N:29]=1)[C:21]1[CH:26]=[CH:25][CH:24]=[CH:23][CH:22]=1.[CH3:35][NH:36][CH2:37][CH2:38][NH:39][CH3:40].[OH2:41]. (4) Given the product [CH3:1][O:2][C:3]1[N:4]=[CH:5][C:6]([C:9]2[CH:14]=[CH:13][C:12]([NH2:15])=[CH:11][CH:10]=2)=[CH:7][CH:8]=1, predict the reactants needed to synthesize it. The reactants are: [CH3:1][O:2][C:3]1[CH:8]=[CH:7][C:6]([C:9]2[CH:14]=[CH:13][C:12]([N+:15]([O-])=O)=[CH:11][CH:10]=2)=[CH:5][N:4]=1.